Dataset: hERG Central: cardiac toxicity at 1µM, 10µM, and general inhibition. Task: Predict hERG channel inhibition at various concentrations. (1) The drug is C=CCN1C(=O)NC(c2ccc(OC)cc2)(C(F)(F)F)S/C1=C(\C#N)c1nnc(N2CCOCC2)n1-c1ccccc1. Results: hERG_inhib (hERG inhibition (general)): blocker. (2) The drug is COC(=O)c1ccc(N2CCN(C)CC2)c(NC(=O)COc2ccc(OC)cc2)c1. Results: hERG_inhib (hERG inhibition (general)): blocker. (3) The molecule is Cc1cc(C)c(C)c(OCCCCN2CCCCC2)c1. Results: hERG_inhib (hERG inhibition (general)): blocker. (4) The drug is OC1(c2ccc(Cl)cc2)CCN(Cc2c[nH]c3ccccc23)CC1. Results: hERG_inhib (hERG inhibition (general)): blocker. (5) The molecule is CCOC(=O)c1ccc(NC(=S)N(CCCN2CCCC(C)C2)Cc2ccco2)cc1. Results: hERG_inhib (hERG inhibition (general)): blocker. (6) The drug is CCOC(=O)c1c(NC(=O)Cc2ccccc2)sc2c1CC(C)(C)NC2(C)C. Results: hERG_inhib (hERG inhibition (general)): blocker. (7) Results: hERG_inhib (hERG inhibition (general)): blocker. The molecule is CN1CCN(C(c2cccc(Cl)c2)c2ccccc2Cl)CC1.O=C(O)/C=C\C(=O)O. (8) The drug is O=C(c1cccs1)N1CCN(c2nnc(-c3ccccc3)c3ccccc23)CC1. Results: hERG_inhib (hERG inhibition (general)): blocker. (9) The molecule is C/C(=N\Nc1ncc(Cl)cc1Cl)c1ccc(OC(F)F)cc1. Results: hERG_inhib (hERG inhibition (general)): blocker. (10) The molecule is CC(=O)n1cc(N(C(=O)CCl)c2ccc([N+](=O)[O-])cc2)c2ccccc21. Results: hERG_inhib (hERG inhibition (general)): blocker.